Dataset: Peptide-MHC class I binding affinity with 185,985 pairs from IEDB/IMGT. Task: Regression. Given a peptide amino acid sequence and an MHC pseudo amino acid sequence, predict their binding affinity value. This is MHC class I binding data. (1) The peptide sequence is HLIFSYAFL. The MHC is HLA-A30:01 with pseudo-sequence HLA-A30:01. The binding affinity (normalized) is 0.504. (2) The peptide sequence is LGLRKRSRR. The MHC is HLA-A11:01 with pseudo-sequence HLA-A11:01. The binding affinity (normalized) is 0.